Dataset: Full USPTO retrosynthesis dataset with 1.9M reactions from patents (1976-2016). Task: Predict the reactants needed to synthesize the given product. (1) Given the product [F:14][C:15]([F:28])([F:27])[S:16]([O:10][C:5]1[C:6]([CH:7]=[O:8])=[CH:9][C:2]([Cl:1])=[CH:3][C:4]=1[O:11][CH2:12][CH3:13])(=[O:18])=[O:17], predict the reactants needed to synthesize it. The reactants are: [Cl:1][C:2]1[CH:3]=[C:4]([O:11][CH2:12][CH3:13])[C:5]([OH:10])=[C:6]([CH:9]=1)[CH:7]=[O:8].[F:14][C:15]([F:28])([F:27])[S:16](O[S:16]([C:15]([F:28])([F:27])[F:14])(=[O:18])=[O:17])(=[O:18])=[O:17]. (2) The reactants are: [N:1]1[CH:6]=[CH:5][CH:4]=[C:3]([N:7]2[CH:11]=[C:10]([C:12]3[N:17]=[C:16]([C:18]([NH2:20])=[NH:19])[CH:15]=[CH:14][CH:13]=3)[CH:9]=[N:8]2)[CH:2]=1.F[P-](F)(F)(F)(F)F.CN(C)[CH:30]=[CH:31][CH:32]=[N+](C)C.[O-]CC.[Na+]. Given the product [N:1]1[CH:6]=[CH:5][CH:4]=[C:3]([N:7]2[CH:11]=[C:10]([C:12]3[N:17]=[C:16]([C:18]4[N:20]=[CH:32][CH:31]=[CH:30][N:19]=4)[CH:15]=[CH:14][CH:13]=3)[CH:9]=[N:8]2)[CH:2]=1, predict the reactants needed to synthesize it.